Dataset: NCI-60 drug combinations with 297,098 pairs across 59 cell lines. Task: Regression. Given two drug SMILES strings and cell line genomic features, predict the synergy score measuring deviation from expected non-interaction effect. (1) Drug 1: CC=C1C(=O)NC(C(=O)OC2CC(=O)NC(C(=O)NC(CSSCCC=C2)C(=O)N1)C(C)C)C(C)C. Drug 2: CNC(=O)C1=NC=CC(=C1)OC2=CC=C(C=C2)NC(=O)NC3=CC(=C(C=C3)Cl)C(F)(F)F. Cell line: NCI-H460. Synergy scores: CSS=41.2, Synergy_ZIP=2.35, Synergy_Bliss=3.41, Synergy_Loewe=-34.4, Synergy_HSA=-0.124. (2) Drug 2: CNC(=O)C1=NC=CC(=C1)OC2=CC=C(C=C2)NC(=O)NC3=CC(=C(C=C3)Cl)C(F)(F)F. Synergy scores: CSS=30.7, Synergy_ZIP=-13.6, Synergy_Bliss=-8.14, Synergy_Loewe=-5.45, Synergy_HSA=-3.84. Cell line: HOP-62. Drug 1: C1=C(C(=O)NC(=O)N1)F. (3) Cell line: UO-31. Synergy scores: CSS=9.43, Synergy_ZIP=-0.581, Synergy_Bliss=3.45, Synergy_Loewe=2.19, Synergy_HSA=2.48. Drug 2: CC1CCC2CC(C(=CC=CC=CC(CC(C(=O)C(C(C(=CC(C(=O)CC(OC(=O)C3CCCCN3C(=O)C(=O)C1(O2)O)C(C)CC4CCC(C(C4)OC)O)C)C)O)OC)C)C)C)OC. Drug 1: CCC1(CC2CC(C3=C(CCN(C2)C1)C4=CC=CC=C4N3)(C5=C(C=C6C(=C5)C78CCN9C7C(C=CC9)(C(C(C8N6C)(C(=O)OC)O)OC(=O)C)CC)OC)C(=O)OC)O.OS(=O)(=O)O. (4) Drug 1: CC1C(C(CC(O1)OC2CC(CC3=C2C(=C4C(=C3O)C(=O)C5=C(C4=O)C(=CC=C5)OC)O)(C(=O)C)O)N)O.Cl. Drug 2: C(CC(=O)O)C(=O)CN.Cl. Cell line: MDA-MB-435. Synergy scores: CSS=0.254, Synergy_ZIP=-1.09, Synergy_Bliss=-3.19, Synergy_Loewe=-12.2, Synergy_HSA=-6.44. (5) Drug 1: CC1=C(C=C(C=C1)C(=O)NC2=CC(=CC(=C2)C(F)(F)F)N3C=C(N=C3)C)NC4=NC=CC(=N4)C5=CN=CC=C5. Drug 2: CCCCCOC(=O)NC1=NC(=O)N(C=C1F)C2C(C(C(O2)C)O)O. Cell line: NCIH23. Synergy scores: CSS=-5.13, Synergy_ZIP=2.54, Synergy_Bliss=-0.651, Synergy_Loewe=-7.05, Synergy_HSA=-7.24. (6) Drug 1: CC1=C2C(C(=O)C3(C(CC4C(C3C(C(C2(C)C)(CC1OC(=O)C(C(C5=CC=CC=C5)NC(=O)OC(C)(C)C)O)O)OC(=O)C6=CC=CC=C6)(CO4)OC(=O)C)O)C)O. Drug 2: CS(=O)(=O)CCNCC1=CC=C(O1)C2=CC3=C(C=C2)N=CN=C3NC4=CC(=C(C=C4)OCC5=CC(=CC=C5)F)Cl. Cell line: OVCAR-4. Synergy scores: CSS=37.7, Synergy_ZIP=8.62, Synergy_Bliss=10.8, Synergy_Loewe=14.3, Synergy_HSA=12.0. (7) Drug 1: C1=NC2=C(N=C(N=C2N1C3C(C(C(O3)CO)O)F)Cl)N. Drug 2: C(CCl)NC(=O)N(CCCl)N=O. Cell line: DU-145. Synergy scores: CSS=11.3, Synergy_ZIP=-3.84, Synergy_Bliss=-1.79, Synergy_Loewe=-37.6, Synergy_HSA=0.174.